This data is from Full USPTO retrosynthesis dataset with 1.9M reactions from patents (1976-2016). The task is: Predict the reactants needed to synthesize the given product. Given the product [O:8]=[C:9]1[N:15]([CH:16]2[CH2:17][CH2:18][N:19]([C:22]([O:24][C@H:25]([CH2:42][C:43]3[CH:52]=[C:51]([CH3:53])[C:46]4[NH:47][C:48](=[O:50])[O:49][C:45]=4[CH:44]=3)[C:26]([N:28]3[CH2:29][CH2:30][CH:31]([N:34]4[CH2:38][CH2:37][CH2:36][C@H:35]4[C:39]([O:41][CH2:2][C:3](=[O:4])[N:5]([CH3:7])[CH3:6])=[O:40])[CH2:32][CH2:33]3)=[O:27])=[O:23])[CH2:20][CH2:21]2)[CH2:14][CH2:13][C:12]2[CH:54]=[CH:55][CH:56]=[CH:57][C:11]=2[NH:10]1, predict the reactants needed to synthesize it. The reactants are: O[CH2:2][C:3]([N:5]([CH3:7])[CH3:6])=[O:4].[O:8]=[C:9]1[N:15]([CH:16]2[CH2:21][CH2:20][N:19]([C:22]([O:24][C@H:25]([CH2:42][C:43]3[CH:52]=[C:51]([CH3:53])[C:46]4[NH:47][C:48](=[O:50])[O:49][C:45]=4[CH:44]=3)[C:26]([N:28]3[CH2:33][CH2:32][CH:31]([N:34]4[CH2:38][CH2:37][CH2:36][C@H:35]4[C:39]([OH:41])=[O:40])[CH2:30][CH2:29]3)=[O:27])=[O:23])[CH2:18][CH2:17]2)[CH2:14][CH2:13][C:12]2[CH:54]=[CH:55][CH:56]=[CH:57][C:11]=2[NH:10]1.CN(C(ON1N=NC2C=CC=CC1=2)=[N+](C)C)C.[B-](F)(F)(F)F.C(N(CC)CC)C.